From a dataset of Forward reaction prediction with 1.9M reactions from USPTO patents (1976-2016). Predict the product of the given reaction. Given the reactants [Br:1][C:2]1[CH:7]=[CH:6][C:5]([CH2:8][CH2:9][OH:10])=[CH:4][CH:3]=1.[OH-].C([N+](C)(C)C)C1C=CC=CC=1.[C:23]([O:27][C:28]([CH3:31])([CH3:30])[CH3:29])(=[O:26])[CH:24]=[CH2:25], predict the reaction product. The product is: [Br:1][C:2]1[CH:7]=[CH:6][C:5]([CH2:8][CH2:9][O:10][CH2:25][CH2:24][C:23]([O:27][C:28]([CH3:31])([CH3:30])[CH3:29])=[O:26])=[CH:4][CH:3]=1.